Dataset: Reaction yield outcomes from USPTO patents with 853,638 reactions. Task: Predict the reaction yield, written as a fraction of the theoretical maximum amount of product (1.0 means a 100% yield; for example, 0.34 means a 34% yield). (1) The reactants are [Cl:1][C:2]1[CH:3]=[C:4]([CH:8]([OH:28])[CH:9]([CH2:13][C:14]2[CH:19]=[CH:18][C:17]([CH2:20][C:21]([F:27])([F:26])[C:22]([F:25])([F:24])[F:23])=[CH:16][CH:15]=2)C(O)=O)[CH:5]=[CH:6][CH:7]=1.C([N:31]([CH2:34]C)CC)C.C1(P(N=[N+]=[N-])(C2C=CC=CC=2)=[O:43])C=CC=CC=1. The catalyst is O1CCCC1. The product is [Cl:1][C:2]1[CH:3]=[C:4]([CH:8]2[O:28][C:34](=[O:43])[NH:31][CH:9]2[CH2:13][C:14]2[CH:15]=[CH:16][C:17]([CH2:20][C:21]([F:26])([F:27])[C:22]([F:25])([F:24])[F:23])=[CH:18][CH:19]=2)[CH:5]=[CH:6][CH:7]=1. The yield is 0.930. (2) The reactants are Br[CH2:2][C:3]([N:5]([CH:17]1[CH2:22][CH2:21][N:20]([C:23]([O:25][CH2:26][C:27]2[CH:32]=[CH:31][CH:30]=[CH:29][CH:28]=2)=[O:24])[CH2:19][CH2:18]1)[C@H:6]1[C@H:15]([OH:16])[CH2:14][CH2:13][C:8]2([O:12][CH2:11][CH2:10][O:9]2)[CH2:7]1)=[O:4].CC([O-])(C)C.[K+]. The catalyst is C1COCC1. The product is [O:4]=[C:3]1[CH2:2][O:16][C@@H:15]2[CH2:14][CH2:13][C:8]3([CH2:7][C@H:6]2[N:5]1[CH:17]1[CH2:22][CH2:21][N:20]([C:23]([O:25][CH2:26][C:27]2[CH:32]=[CH:31][CH:30]=[CH:29][CH:28]=2)=[O:24])[CH2:19][CH2:18]1)[O:12][CH2:11][CH2:10][O:9]3. The yield is 0.232.